The task is: Predict which catalyst facilitates the given reaction.. This data is from Catalyst prediction with 721,799 reactions and 888 catalyst types from USPTO. (1) Reactant: [CH2:1]([C:8]1[C:12]([C:13]2[CH:14]=[C:15](SC)[C:16]3[N:17]([C:19]([CH3:22])=[N:20][N:21]=3)[N:18]=2)=[CH:11][N:10]([CH3:25])[N:9]=1)[C:2]1[CH:7]=[CH:6][CH:5]=[CH:4][CH:3]=1.S(Cl)([Cl:29])(=O)=O. Product: [CH2:1]([C:8]1[C:12]([C:13]2[CH:14]=[C:15]([Cl:29])[C:16]3[N:17]([C:19]([CH3:22])=[N:20][N:21]=3)[N:18]=2)=[CH:11][N:10]([CH3:25])[N:9]=1)[C:2]1[CH:7]=[CH:6][CH:5]=[CH:4][CH:3]=1. The catalyst class is: 22. (2) Reactant: Cl.[CH3:2][C:3]1[CH:8]=[CH:7][C:6]([S:9]([O:12][CH2:13][C@H:14]2[O:19][C:18]3[CH:20]=[C:21]([NH2:26])[C:22]([O:24][CH3:25])=[CH:23][C:17]=3[O:16][CH2:15]2)(=[O:11])=[O:10])=[CH:5][CH:4]=1.Cl.Cl[C:29]1[C:30](=O)C2C(C(=O)[C:38]=1Cl)=CC=CC=2.C(C=C)=O.[OH-].[Na+]. Product: [CH3:2][C:3]1[CH:8]=[CH:7][C:6]([S:9]([O:12][CH2:13][CH:14]2[O:19][C:18]3=[C:20]4[C:21](=[C:22]([O:24][CH3:25])[CH:23]=[C:17]3[O:16][CH2:15]2)[N:26]=[CH:30][CH:29]=[CH:38]4)(=[O:10])=[O:11])=[CH:5][CH:4]=1. The catalyst class is: 8. (3) Reactant: [OH:1][C:2]1[C:19]2[C:14](=[CH:15][CH:16]=[CH:17][CH:18]=2)[C:13]([OH:20])=[C:12]2[C:3]=1[C:4](=O)[C:5]1[CH:6]=[C:7]([C:25]([OH:27])=[O:26])[C:8]([C:22]([OH:24])=[O:23])=[CH:9][C:10]=1[C:11]2=[O:21].[CH:29]([C:32]1[CH:38]=[CH:37][CH:36]=[C:35]([CH:39]([CH3:41])[CH3:40])[C:33]=1[NH2:34])([CH3:31])[CH3:30].ClC1C=CC=CC=1Cl. Product: [CH:39]([C:35]1[CH:36]=[CH:37][CH:38]=[C:32]([CH:29]([CH3:31])[CH3:30])[C:33]=1[N:34]=[C:4]1[C:3]2[C:12](=[C:13]([OH:20])[C:14]3[C:19]([C:2]=2[OH:1])=[CH:18][CH:17]=[CH:16][CH:15]=3)[C:11](=[O:21])[C:10]2[CH:9]=[C:8]([C:22]([OH:24])=[O:23])[C:7]([C:25]([OH:27])=[O:26])=[CH:6][C:5]1=2)([CH3:41])[CH3:40]. The catalyst class is: 6. (4) Reactant: [NH2:1][C:2]1[C:3]([C:9]([O:11][CH2:12][CH3:13])=[O:10])=[N:4][C:5]([Br:8])=[CH:6][CH:7]=1.[CH3:14][C:15](OC(C)=O)=[O:16]. Product: [C:15]([NH:1][C:2]1[C:3]([C:9]([O:11][CH2:12][CH3:13])=[O:10])=[N:4][C:5]([Br:8])=[CH:6][CH:7]=1)(=[O:16])[CH3:14]. The catalyst class is: 1. (5) Reactant: [N:1]12[CH2:8][CH2:7][CH:4]([CH2:5][CH2:6]1)[CH:3]([C@H:9]1[C:18](=[O:19])[C:17]3[C:12]4=[C:13]([N:20](COCC[Si](C)(C)C)[N:21]=[C:11]4[CH2:10]1)[CH:14]=[N:15][CH:16]=3)[CH2:2]2.[ClH:30]. Product: [ClH:30].[N:1]12[CH2:8][CH2:7][CH:4]([CH2:5][CH2:6]1)[CH:3]([C@H:9]1[C:18](=[O:19])[C:17]3[C:12]4=[C:13]([NH:20][N:21]=[C:11]4[CH2:10]1)[CH:14]=[N:15][CH:16]=3)[CH2:2]2. The catalyst class is: 12. (6) Reactant: [CH2:1]([C@:3]12[CH2:13][CH2:12][C@@:11]([OH:20])([CH2:14][CH2:15][C:16]([F:19])([F:18])[F:17])[CH2:10][C@H:9]1[CH2:8][CH2:7][CH2:6][C:5]1[CH:21]=[C:22](OS(C(F)(F)F)(=O)=O)[CH:23]=[CH:24][C:4]2=1)[CH3:2].[CH2:33]([C@@:35]12[CH2:45][CH2:44][C@:43]([OH:52])([CH2:46][CH2:47][C:48]([F:51])([F:50])[F:49])[CH2:42][C@@H:41]1[CH2:40][CH2:39][CH2:38][C:37]1[CH:53]=[C:54](OS(C(F)(F)F)(=O)=O)[CH:55]=[CH:56][C:36]2=1)[CH3:34].CC1(C)C2C(=C(P(C3C=CC=CC=3)C3C=CC=CC=3)C=CC=2)[O:86][C:68]2C(P(C3C=CC=CC=3)C3C=CC=CC=3)=CC=CC1=2.[CH3:107][OH:108]. Product: [CH3:107][O:108][C:43]([C:22]1[CH:23]=[CH:24][C:4]2[C@@:3]3([CH2:1][CH3:2])[CH2:13][CH2:12][C@@:11]([OH:20])([CH2:14][CH2:15][C:16]([F:17])([F:19])[F:18])[CH2:10][C@H:9]3[CH2:8][CH2:7][CH2:6][C:5]=2[CH:21]=1)=[O:52].[CH3:107][O:108][C:68]([C:54]1[CH:55]=[CH:56][C:36]2[C@:35]3([CH2:33][CH3:34])[CH2:45][CH2:44][C@:43]([OH:52])([CH2:46][CH2:47][C:48]([F:49])([F:51])[F:50])[CH2:42][C@@H:41]3[CH2:40][CH2:39][CH2:38][C:37]=2[CH:53]=1)=[O:86]. The catalyst class is: 533. (7) Reactant: [F:1][C:2]1[C:7]([F:8])=[CH:6][CH:5]=[CH:4][C:3]=1[CH2:9][S:10][C:11]1[N:16]=[C:15]([NH2:17])[C:14]([NH2:18])=[C:13]([NH2:19])[N:12]=1.[CH2:20]([O:22][C:23]([N:25]=[C:26]=S)=[O:24])[CH3:21].C(N=C=NC(C)C)(C)C. Product: [NH2:19][C:13]1[N:12]=[C:11]([S:10][CH2:9][C:3]2[CH:4]=[CH:5][CH:6]=[C:7]([F:8])[C:2]=2[F:1])[N:16]=[C:15]2[C:14]=1[N:18]=[C:26]([NH:25][C:23](=[O:24])[O:22][CH2:20][CH3:21])[NH:17]2. The catalyst class is: 556.